From a dataset of Full USPTO retrosynthesis dataset with 1.9M reactions from patents (1976-2016). Predict the reactants needed to synthesize the given product. (1) Given the product [C:2]([O:5][C:11]([NH:10][S:7]([NH:13][C:14]1[CH:19]=[CH:18][C:17](/[CH:20]=[CH:21]/[S:22]([N:25]2[CH2:26][CH2:27][C:28]3([N:32]=[C:31]([C:33]4[CH:38]=[CH:37][CH:36]=[C:35]([O:39][C:40]([F:41])([F:43])[F:42])[CH:34]=4)[NH:30][C:29]3=[O:44])[CH2:45][CH2:46]2)(=[O:23])=[O:24])=[C:16]([CH3:47])[CH:15]=1)(=[O:9])=[O:8])=[O:12])([CH3:4])([CH3:3])[CH3:1], predict the reactants needed to synthesize it. The reactants are: [CH3:1][C:2]([OH:5])([CH3:4])[CH3:3].Cl[S:7]([N:10]=[C:11]=[O:12])(=[O:9])=[O:8].[NH2:13][C:14]1[CH:19]=[CH:18][C:17](/[CH:20]=[CH:21]/[S:22]([N:25]2[CH2:46][CH2:45][C:28]3([N:32]=[C:31]([C:33]4[CH:38]=[CH:37][CH:36]=[C:35]([O:39][C:40]([F:43])([F:42])[F:41])[CH:34]=4)[NH:30][C:29]3=[O:44])[CH2:27][CH2:26]2)(=[O:24])=[O:23])=[C:16]([CH3:47])[CH:15]=1.C(N(CC)CC)C. (2) Given the product [CH3:21][O:20][CH2:19][CH2:18][O:17][CH2:16][C:13]1[CH:14]=[CH:15][C:10]([C@H:9]2[C@H:4]([O:3][CH2:48][C:49]3[N:53]([CH3:54])[CH:52]=[N:51][CH:50]=3)[CH2:5][N:6]([C:39]([O:41][CH2:42][CH2:43][O:44][CH3:45])=[O:40])[CH2:7][C@@H:8]2[O:22][CH2:23][C:24]2[CH:25]=[CH:26][C:27]3[O:32][CH2:31][CH2:30][N:29]([CH2:33][CH2:34][CH2:35][O:36][CH3:37])[C:28]=3[CH:38]=2)=[CH:11][CH:12]=1, predict the reactants needed to synthesize it. The reactants are: [H-].[Na+].[OH:3][C@H:4]1[C@H:9]([C:10]2[CH:15]=[CH:14][C:13]([CH2:16][O:17][CH2:18][CH2:19][O:20][CH3:21])=[CH:12][CH:11]=2)[C@@H:8]([O:22][CH2:23][C:24]2[CH:25]=[CH:26][C:27]3[O:32][CH2:31][CH2:30][N:29]([CH2:33][CH2:34][CH2:35][O:36][CH3:37])[C:28]=3[CH:38]=2)[CH2:7][N:6]([C:39]([O:41][CH2:42][CH2:43][O:44][CH3:45])=[O:40])[CH2:5]1.Cl.Cl[CH2:48][C:49]1[N:53]([CH3:54])[CH:52]=[N:51][CH:50]=1.C(=O)(O)[O-].[Na+]. (3) Given the product [CH3:26][C:27]1[S:31][C:30]([C:4]([C:6]2[N:7]=[CH:8][N:9]([C:11]3[CH:12]=[C:13]([C:17]4[C:18]([C:23]#[N:24])=[CH:19][CH:20]=[CH:21][CH:22]=4)[CH:14]=[CH:15][CH:16]=3)[CH:10]=2)=[O:5])=[N:29][CH:28]=1, predict the reactants needed to synthesize it. The reactants are: CON(C)[C:4]([C:6]1[N:7]=[CH:8][N:9]([C:11]2[CH:12]=[C:13]([C:17]3[CH:22]=[CH:21][CH:20]=[CH:19][C:18]=3[C:23]#[N:24])[CH:14]=[CH:15][CH:16]=2)[CH:10]=1)=[O:5].[CH3:26][C:27]1[S:31][CH:30]=[N:29][CH:28]=1. (4) Given the product [C:1]([O:5][C:6](=[O:14])[NH:7][C@@H:8]1[CH2:12][O:11][N:10]([CH2:24][CH3:25])[C:9]1=[O:13])([CH3:4])([CH3:2])[CH3:3], predict the reactants needed to synthesize it. The reactants are: [C:1]([O:5][C:6](=[O:14])[NH:7][CH:8]1[CH2:12][O:11][NH:10][C:9]1=[O:13])([CH3:4])([CH3:3])[CH3:2].C(=O)([O-])[O-].[K+].[K+].[I-].[K+].Br[CH2:24][CH3:25]. (5) Given the product [CH:15]1([C:13]([NH:12][C:9]2[CH:10]=[C:11]3[C:6](=[CH:7][CH:8]=2)[N:5]([CH2:20][CH2:21][CH2:22][C:23](=[O:32])[NH:24][S:25]([C:28]([F:29])([F:30])[F:31])(=[O:27])=[O:26])[C:4]([CH2:33][O:34][C:35]2[CH:44]=[CH:43][C:42]4[C:37](=[CH:38][CH:39]=[CH:40][CH:41]=4)[CH:36]=2)=[C:3]3[C:1]([OH:49])=[O:2])=[O:14])[CH2:16][CH2:17][CH2:18][CH2:19]1, predict the reactants needed to synthesize it. The reactants are: [CH:1]([C:3]1[C:11]2[C:6](=[CH:7][CH:8]=[C:9]([NH:12][C:13]([CH:15]3[CH2:19][CH2:18][CH2:17][CH2:16]3)=[O:14])[CH:10]=2)[N:5]([CH2:20][CH2:21][CH2:22][C:23](=[O:32])[NH:24][S:25]([C:28]([F:31])([F:30])[F:29])(=[O:27])=[O:26])[C:4]=1[CH2:33][O:34][C:35]1[CH:44]=[CH:43][C:42]2[C:37](=[CH:38][CH:39]=[CH:40][CH:41]=2)[CH:36]=1)=[O:2].C([OH:49])(C)(C)C.CC(=CC)C. (6) Given the product [NH2:45][C@H:46]([C:56]1[C:61]([C:62]2[CH:63]=[CH:64][CH:65]=[C:66]3[C:70]=2[N:69]([CH3:71])[N:68]=[C:67]3[NH:72][S:73]([CH3:76])(=[O:74])=[O:75])=[CH:60][CH:59]=[C:58]([C:77]#[C:78][C:79]2([OH:85])[CH2:80][C:81]([F:84])([F:83])[CH2:82]2)[N:57]=1)[CH2:47][C:48]1[CH:53]=[C:52]([F:54])[CH:51]=[C:50]([F:55])[CH:49]=1, predict the reactants needed to synthesize it. The reactants are: N[C@H](C1C(C2C=CC(Cl)=C3C=2N(C)N=C3NS(C)(=O)=O)=CC=C(C#CC(O)(C)C)N=1)CC1C=CC=C(F)C=1.C(OC(=O)[NH:45][C@H:46]([C:56]1[C:61]([C:62]2[CH:63]=[CH:64][CH:65]=[C:66]3[C:70]=2[N:69]([CH3:71])[N:68]=[C:67]3[NH:72][S:73]([CH3:76])(=[O:75])=[O:74])=[CH:60][CH:59]=[C:58]([C:77]#[C:78][C:79]2([OH:85])[CH2:82][C:81]([F:84])([F:83])[CH2:80]2)[N:57]=1)[CH2:47][C:48]1[CH:53]=[C:52]([F:54])[CH:51]=[C:50]([F:55])[CH:49]=1)(C)(C)C. (7) Given the product [C:1]([NH:4][C@@H:5]1[C@@H:11]([O:12][C:6](=[O:7])[CH3:5])[C@H:10]([F:13])[C@@H:9]([CH2:14][O:15][C:20](=[O:22])[CH3:21])[O:8][CH:6]1[O:7][C:1](=[O:3])[CH3:2])(=[O:3])[CH3:2], predict the reactants needed to synthesize it. The reactants are: [C:1]([NH:4][C@@H:5]1[C@@H:11]([OH:12])[C@H:10]([F:13])[C@@H:9]([CH2:14][OH:15])[O:8][CH:6]1[OH:7])(=[O:3])[CH3:2].C(O[C:20](=[O:22])[CH3:21])(=O)C. (8) Given the product [F:17][C:18]1[CH:19]=[CH:20][C:21]([C:24]2[CH:28]=[C:27]([NH:29][C:2]3[N:10]=[CH:9][CH:8]=[CH:7][C:3]=3[C:4]([NH2:6])=[O:5])[N:26]([C:30]3[CH:35]=[CH:34][CH:33]=[CH:32][C:31]=3[CH3:36])[N:25]=2)=[CH:22][CH:23]=1, predict the reactants needed to synthesize it. The reactants are: Cl[C:2]1[N:10]=[CH:9][CH:8]=[CH:7][C:3]=1[C:4]([NH2:6])=[O:5].C(=O)([O-])[O-].[K+].[K+].[F:17][C:18]1[CH:23]=[CH:22][C:21]([C:24]2[CH:28]=[C:27]([NH2:29])[N:26]([C:30]3[CH:35]=[CH:34][CH:33]=[CH:32][C:31]=3[CH3:36])[N:25]=2)=[CH:20][CH:19]=1. (9) Given the product [CH:20]1([N:17]2[C:5]3[C:6]([O:8][C@@H:9]([C@H:11]4[CH2:15][NH:14][C:13](=[O:16])[CH2:12]4)[CH3:10])=[N:7][C:2]([C:26]4[S:25][C:24]([CH3:23])=[N:28][CH:27]=4)=[CH:3][C:4]=3[N:19]=[CH:18]2)[CH2:22][CH2:21]1, predict the reactants needed to synthesize it. The reactants are: Br[C:2]1[N:7]=[C:6]([O:8][C@@H:9]([C@H:11]2[CH2:15][NH:14][C:13](=[O:16])[CH2:12]2)[CH3:10])[C:5]2[N:17]([CH:20]3[CH2:22][CH2:21]3)[CH:18]=[N:19][C:4]=2[CH:3]=1.[CH3:23][C:24]1[S:25][C:26](B2OC(C)(C)C(C)(C)O2)=[CH:27][N:28]=1.C([O-])([O-])=O.[Na+].[Na+].N#N.